Task: Regression/Classification. Given a drug SMILES string, predict its absorption, distribution, metabolism, or excretion properties. Task type varies by dataset: regression for continuous measurements (e.g., permeability, clearance, half-life) or binary classification for categorical outcomes (e.g., BBB penetration, CYP inhibition). For this dataset (solubility_aqsoldb), we predict Y.. Dataset: Aqueous solubility values for 9,982 compounds from the AqSolDB database (1) The drug is CN(C)CCO. The Y is 1.05 log mol/L. (2) The compound is COc1ccccc1OCC(O)COC(N)=O. The Y is -1.53 log mol/L. (3) The drug is CCN1CCn2c(nc3ccccc3c2=O)C1C. The Y is -2.50 log mol/L. (4) The molecule is CN1C(C(=O)Nc2ccccn2)=C(O)c2sccc2S1(=O)=O. The Y is -3.88 log mol/L. (5) The drug is O=c1[nH]c2ccccc2[nH]1. The Y is -2.39 log mol/L.